This data is from Forward reaction prediction with 1.9M reactions from USPTO patents (1976-2016). The task is: Predict the product of the given reaction. (1) The product is: [OH:41][C@H:28]([C:29]1[CH:34]=[CH:33][C:32]([OH:35])=[C:31]([NH:36][S:37]([CH3:40])(=[O:38])=[O:39])[CH:30]=1)[CH2:27][NH:26][CH:23]1[CH2:24][CH2:25][N:20]([C:17]2[CH:18]=[CH:19][C:14]([C:13]([NH:12][C@@H:4]([CH2:5][C:6]3[CH:11]=[CH:10][CH:9]=[CH:8][CH:7]=3)[C:3]([OH:43])=[O:2])=[O:42])=[CH:15][CH:16]=2)[CH2:21][CH2:22]1. Given the reactants C[O:2][C:3](=[O:43])[C@@H:4]([NH:12][C:13](=[O:42])[C:14]1[CH:19]=[CH:18][C:17]([N:20]2[CH2:25][CH2:24][CH:23]([NH:26][CH2:27][C@H:28]([OH:41])[C:29]3[CH:34]=[CH:33][C:32]([OH:35])=[C:31]([NH:36][S:37]([CH3:40])(=[O:39])=[O:38])[CH:30]=3)[CH2:22][CH2:21]2)=[CH:16][CH:15]=1)[CH2:5][C:6]1[CH:11]=[CH:10][CH:9]=[CH:8][CH:7]=1.[OH-].[Na+], predict the reaction product. (2) Given the reactants Br[C:2]1[CH:7]=[CH:6][CH:5]=[C:4]([C@@H:8]([CH:10]2[CH2:12][CH2:11]2)[CH3:9])[C:3]=1[OH:13].C([Li])CCC.CCCCCC.[CH3:25][C:26](=[O:29])[CH2:27][CH3:28], predict the reaction product. The product is: [CH:10]1([C@H:8]([C:4]2[CH:5]=[CH:6][CH:7]=[C:2]([C:26]([OH:29])([CH3:25])[CH2:27][CH3:28])[C:3]=2[OH:13])[CH3:9])[CH2:12][CH2:11]1. (3) The product is: [Cl:9][C:6]1[CH:7]=[CH:8][C:3]([CH2:2][NH:1][C:38]([NH:36][C:35]2[C:31]3[NH:30][C:22](=[O:28])[NH:1][C:2]=3[CH:3]=[CH:4][CH:5]=2)=[O:39])=[C:4]([N:10]2[CH2:14][CH2:13][CH:12]([OH:15])[CH2:11]2)[CH:5]=1. Given the reactants [NH2:1][CH2:2][C:3]1[CH:8]=[CH:7][C:6]([Cl:9])=[CH:5][C:4]=1[N:10]1[CH2:14][CH2:13][CH:12]([OH:15])[CH:11]1C=O.ClC(Cl)(O[C:22](=[O:28])OC(Cl)(Cl)Cl)Cl.[N-:30]=[C:31]=O.CO.[CH3:35][N:36]([CH:38]=[O:39])C, predict the reaction product. (4) Given the reactants [CH3:1][O:2][C:3](=[O:15])[C:4]1[C:5](=[C:10](I)[CH:11]=[CH:12][CH:13]=1)[C:6]([O:8][CH3:9])=[O:7].[CH3:16][N:17]([CH3:25])[C:18]1[CH:23]=[CH:22][C:21]([NH2:24])=[CH:20][CH:19]=1.C1C=CC(P(C2C(C3C(P(C4C=CC=CC=4)C4C=CC=CC=4)=CC=C4C=3C=CC=C4)=C3C(C=CC=C3)=CC=2)C2C=CC=CC=2)=CC=1.C(=O)([O-])[O-].[Cs+].[Cs+], predict the reaction product. The product is: [CH3:1][O:2][C:3](=[O:15])[C:4]1[C:5](=[C:10]([NH:24][C:21]2[CH:22]=[CH:23][C:18]([N:17]([CH3:25])[CH3:16])=[CH:19][CH:20]=2)[CH:11]=[CH:12][CH:13]=1)[C:6]([O:8][CH3:9])=[O:7]. (5) Given the reactants Cl.Cl.[C:3]1([CH:9]2[CH2:14][CH2:13][N:12]([CH:15]3[CH2:19][CH2:18][NH:17][CH2:16]3)[CH2:11][CH2:10]2)[CH:8]=[CH:7][CH:6]=[CH:5][CH:4]=1.[C:20]([O:24][C:25]([NH:27][CH2:28][C:29](O)=[O:30])=[O:26])([CH3:23])([CH3:22])[CH3:21].C(Cl)CCl.CCN(CC)CC, predict the reaction product. The product is: [C:20]([O:24][C:25](=[O:26])[NH:27][CH2:28][C:29](=[O:30])[N:17]1[CH2:18][CH2:19][CH:15]([N:12]2[CH2:11][CH2:10][CH:9]([C:3]3[CH:8]=[CH:7][CH:6]=[CH:5][CH:4]=3)[CH2:14][CH2:13]2)[CH2:16]1)([CH3:23])([CH3:21])[CH3:22]. (6) Given the reactants [NH3:1].[Cl:2][C:3]1[N:11]=[CH:10][C:9]([C:12]([F:15])([F:14])[F:13])=[CH:8][C:4]=1[C:5](Cl)=[O:6], predict the reaction product. The product is: [Cl:2][C:3]1[N:11]=[CH:10][C:9]([C:12]([F:15])([F:14])[F:13])=[CH:8][C:4]=1[C:5]([NH2:1])=[O:6]. (7) Given the reactants [CH3:1][O:2][C:3]1[C:4]([CH2:14]OC)=[C:5](B(O)O)[CH:6]=[CH:7][C:8]=1[O:9][CH3:10].[C:17](=[O:20])([O-])[O-].[Cs+].[Cs+].BrC1[CH:32]=[CH:31][CH:30]=[C:29]2[C:25]=1[CH2:26][CH2:27][C:28]2=[O:33].CN(C)[CH:36]=[O:37], predict the reaction product. The product is: [CH3:10][O:9][C:8]1[C:3]([O:2][CH2:1][O:20][CH3:17])=[C:4]([C:14]2[CH:32]=[CH:31][CH:30]=[C:29]3[C:25]=2[CH2:26][CH2:27][C:28]3=[O:33])[CH:5]=[CH:6][C:7]=1[O:37][CH3:36].